From a dataset of Full USPTO retrosynthesis dataset with 1.9M reactions from patents (1976-2016). Predict the reactants needed to synthesize the given product. (1) Given the product [I:17][C:18]1[CH:25]=[CH:24][C:21]([CH2:22][N:5]2[C:4]3[N:13]=[CH:14][CH:15]=[CH:16][C:3]=3[C:2](=[O:1])[C:7]([C:8]([O:10][CH2:11][CH3:12])=[O:9])=[N:6]2)=[CH:20][CH:19]=1, predict the reactants needed to synthesize it. The reactants are: [O:1]=[C:2]1[C:7]([C:8]([O:10][CH2:11][CH3:12])=[O:9])=[N:6][NH:5][C:4]2[N:13]=[CH:14][CH:15]=[CH:16][C:3]1=2.[I:17][C:18]1[CH:25]=[CH:24][C:21]([CH2:22]Br)=[CH:20][CH:19]=1.[H-].[Na+].C(=O)(O)[O-].[Na+]. (2) Given the product [CH2:36]([O:35][C:27]1[CH:26]=[C:25]([C:23]2[NH:22][C:21](=[O:40])[C:20]3([CH2:41][CH2:42][N:17]([S:14]([CH2:13][CH2:12][C:9]4[CH:10]=[CH:11][C:6]([C:5]([OH:44])=[O:4])=[CH:7][C:8]=4[CH3:43])(=[O:16])=[O:15])[CH2:18][CH2:19]3)[N:24]=2)[CH:30]=[C:29]([C:31]([F:33])([F:34])[F:32])[CH:28]=1)[CH2:37][CH:38]=[CH2:39], predict the reactants needed to synthesize it. The reactants are: [OH-].[Na+].C[O:4][C:5](=[O:44])[C:6]1[CH:11]=[CH:10][C:9]([CH2:12][CH2:13][S:14]([N:17]2[CH2:42][CH2:41][C:20]3([N:24]=[C:23]([C:25]4[CH:30]=[C:29]([C:31]([F:34])([F:33])[F:32])[CH:28]=[C:27]([O:35][CH2:36][CH2:37][CH:38]=[CH2:39])[CH:26]=4)[NH:22][C:21]3=[O:40])[CH2:19][CH2:18]2)(=[O:16])=[O:15])=[C:8]([CH3:43])[CH:7]=1.